Predict the product of the given reaction. From a dataset of Forward reaction prediction with 1.9M reactions from USPTO patents (1976-2016). (1) Given the reactants [CH:1]([O:4][C:5]1[N:10]=[C:9]([C:11]2[CH:12]=[C:13]3[C:17](=[CH:18][CH:19]=2)[NH:16][CH:15]=[C:14]3[C:20]2[O:24][C:23](=[O:25])[NH:22][N:21]=2)[CH:8]=[N:7][CH:6]=1)([CH3:3])[CH3:2].Br[CH:27]([CH3:29])[CH3:28].[H-].[Na+], predict the reaction product. The product is: [CH:1]([O:4][C:5]1[N:10]=[C:9]([C:11]2[CH:12]=[C:13]3[C:17](=[CH:18][CH:19]=2)[NH:16][CH:15]=[C:14]3[C:20]2[O:24][C:23](=[O:25])[N:22]([CH:27]([CH3:29])[CH3:28])[N:21]=2)[CH:8]=[N:7][CH:6]=1)([CH3:3])[CH3:2]. (2) Given the reactants [N:1]1([CH2:10][C:11]2[CH:20]=[CH:19][C:14]3[N:15]=[C:16]([Br:18])[S:17][C:13]=3[CH:12]=2)[C:9]2[C:4](=[N:5][CH:6]=[CH:7][CH:8]=2)[N:3]=[CH:2]1.BrC1SC2C=C(CN3C4C=C(OC)C(OC)=CC=4N=C3)C=CC=2N=1, predict the reaction product. The product is: [N:5]1[C:6]2[C:2]([N:1]([CH2:10][C:11]3[CH:20]=[CH:19][C:14]4[N:15]=[C:16]([Br:18])[S:17][C:13]=4[CH:12]=3)[CH:9]=[CH:8][CH:7]=2)=[N:3][CH:4]=1. (3) Given the reactants Br.Br[CH2:3][C:4]1[CH:9]=[CH:8][CH:7]=[CH:6][N:5]=1.[SH:10][C:11]1[CH:20]=[CH:19][C:14]([C:15]([O:17][CH3:18])=[O:16])=[CH:13][CH:12]=1, predict the reaction product. The product is: [N:5]1[CH:6]=[CH:7][CH:8]=[CH:9][C:4]=1[CH2:3][S:10][C:11]1[CH:12]=[CH:13][C:14]([C:15]([O:17][CH3:18])=[O:16])=[CH:19][CH:20]=1. (4) Given the reactants [Cl:1][C:2]1[C:6]([Cl:7])=[C:5]([CH3:8])[NH:4][C:3]=1[C:9]([NH:11][CH:12]1[CH2:17][CH2:16][N:15]([C:18]2[CH:19]=[C:20]([CH:25]=[C:26]([S:28]([CH3:30])=[O:29])[N:27]=2)[C:21](OC)=[O:22])[CH2:14][CH2:13]1)=[O:10].[OH-].[Li+].Cl.Cl.[CH3:35][O:36][NH2:37], predict the reaction product. The product is: [Cl:1][C:2]1[C:6]([Cl:7])=[C:5]([CH3:8])[NH:4][C:3]=1[C:9]([NH:11][CH:12]1[CH2:13][CH2:14][N:15]([C:18]2[CH:19]=[C:20]([CH:25]=[C:26]([S:28]([CH3:30])=[O:29])[N:27]=2)[C:21]([NH:37][O:36][CH3:35])=[O:22])[CH2:16][CH2:17]1)=[O:10]. (5) Given the reactants [CH3:1][N:2]([CH2:4][C:5]#[CH:6])[CH3:3].I[C:8]1[CH:13]=[CH:12][C:11](/[C:14](/[C:31]2[CH:40]=[CH:39][C:34]3[O:35][C:36]([CH3:38])=[CH:37][C:33]=3[CH:32]=2)=[CH:15]/[CH2:16][O:17][C:18]2[CH:29]=[CH:28][C:21]([O:22][CH2:23][C:24]([O:26][CH3:27])=[O:25])=[C:20]([CH3:30])[CH:19]=2)=[CH:10][CH:9]=1, predict the reaction product. The product is: [CH3:30][C:20]1[CH:19]=[C:18]([O:17][CH2:16]/[CH:15]=[C:14](/[C:31]2[CH:40]=[CH:39][C:34]3[O:35][C:36]([CH3:38])=[CH:37][C:33]=3[CH:32]=2)\[C:11]2[CH:12]=[CH:13][C:8]([C:6]#[C:5][CH2:4][N:2]([CH3:3])[CH3:1])=[CH:9][CH:10]=2)[CH:29]=[CH:28][C:21]=1[O:22][CH2:23][C:24]([O:26][CH3:27])=[O:25]. (6) Given the reactants [CH3:1][O:2][C:3](=[O:13])[C:4]1[CH:12]=[CH:11][C:7]([C:8]([OH:10])=O)=[CH:6][CH:5]=1.O=S(Cl)Cl.[Cl:18][C:19]1[C:24]([NH2:25])=[CH:23][CH:22]=[CH:21][N:20]=1.C(N(CC)CC)C, predict the reaction product. The product is: [Cl:18][C:19]1[C:24]([NH:25][C:8]([C:7]2[CH:6]=[CH:5][C:4]([C:3]([O:2][CH3:1])=[O:13])=[CH:12][CH:11]=2)=[O:10])=[CH:23][CH:22]=[CH:21][N:20]=1. (7) Given the reactants [BH4-].[Na+].[OH-].[Na+].[CH2:5]([C@@H:7]1[CH2:24][C:23]2[CH:22]=[C:21]([O:25][CH3:26])[CH:20]=[CH:19][C:18]=2[C@@H:17]2[C@@H:8]1[C:9]1[C@@:13]([CH2:15][CH2:16]2)([CH3:14])[C:12](=[O:27])[CH2:11][CH:10]=1)[CH3:6], predict the reaction product. The product is: [CH2:5]([C@@H:7]1[CH2:24][C:23]2[CH:22]=[C:21]([O:25][CH3:26])[CH:20]=[CH:19][C:18]=2[C@@H:17]2[C@@H:8]1[C:9]1[C@@:13]([CH2:15][CH2:16]2)([CH3:14])[C@@H:12]([OH:27])[CH2:11][CH:10]=1)[CH3:6].